Dataset: Reaction yield outcomes from USPTO patents with 853,638 reactions. Task: Predict the reaction yield, written as a fraction of the theoretical maximum amount of product (1.0 means a 100% yield; for example, 0.34 means a 34% yield). (1) The reactants are [F:1][CH:2]1[CH2:6][N:5]([C@@H](C2C=CC=CC=2)C)[CH2:4][C@@:3]1([CH3:22])[C:15]([O:17][C:18]([CH3:21])([CH3:20])[CH3:19])=[O:16].[CH2:23]([O:30][C:31](Cl)=[O:32])[C:24]1[CH:29]=[CH:28][CH:27]=[CH:26][CH:25]=1. The catalyst is ClCCl. The product is [CH2:23]([O:30][C:31]([N:5]1[CH2:6][CH:2]([F:1])[C@:3]([CH3:22])([C:15]([O:17][C:18]([CH3:21])([CH3:20])[CH3:19])=[O:16])[CH2:4]1)=[O:32])[C:24]1[CH:29]=[CH:28][CH:27]=[CH:26][CH:25]=1. The yield is 0.770. (2) The reactants are [F:1][C:2]1[C:16]([F:17])=[CH:15][CH:14]=[C:13]([C:18]([N:20]2[CH2:25][C:22]3([O:24][CH2:23]3)[CH2:21]2)=[O:19])[C:3]=1[NH:4][C:5]1[CH:10]=[CH:9][C:8]([I:11])=[CH:7][C:6]=1[F:12].[N+:26]([NH:29][C:30]([NH2:32])=[NH:31])([O-:28])=[O:27].[OH-].[Na+].[ClH:35].O1CCOCC1. The catalyst is O1CCCC1.CO. The product is [ClH:35].[F:1][C:2]1[C:3]([NH:4][C:5]2[CH:10]=[CH:9][C:8]([I:11])=[CH:7][C:6]=2[F:12])=[C:13]([C:18]([N:20]2[CH2:21][C:22]([CH2:23][NH:32][C:30]([NH:29][N+:26]([O-:28])=[O:27])=[NH:31])([OH:24])[CH2:25]2)=[O:19])[CH:14]=[CH:15][C:16]=1[F:17]. The yield is 0.380.